From a dataset of Catalyst prediction with 721,799 reactions and 888 catalyst types from USPTO. Predict which catalyst facilitates the given reaction. (1) Reactant: [O:1]=[S:2]1(=[O:7])[CH2:6][CH2:5][CH2:4][NH:3]1.[H-].[Na+].Cl.[Br:11][C:12]1[CH:13]=[N:14][CH:15]=[C:16]([CH2:18]Cl)[CH:17]=1. Product: [Br:11][C:12]1[CH:13]=[N:14][CH:15]=[C:16]([CH2:18][N:3]2[CH2:4][CH2:5][CH2:6][S:2]2(=[O:7])=[O:1])[CH:17]=1. The catalyst class is: 3. (2) Reactant: [OH:1][CH2:2][CH2:3][CH2:4][CH2:5][CH2:6][CH2:7][CH2:8][CH2:9][CH2:10][CH2:11][CH2:12][C:13]([OH:15])=[O:14].N1C=CC=CC=1.[C:22](Cl)(=[O:25])[CH:23]=[CH2:24]. Product: [C:22]([O:1][CH2:2][CH2:3][CH2:4][CH2:5][CH2:6][CH2:7][CH2:8][CH2:9][CH2:10][CH2:11][CH2:12][C:13]([OH:15])=[O:14])(=[O:25])[CH:23]=[CH2:24]. The catalyst class is: 7.